This data is from Peptide-MHC class I binding affinity with 185,985 pairs from IEDB/IMGT. The task is: Regression. Given a peptide amino acid sequence and an MHC pseudo amino acid sequence, predict their binding affinity value. This is MHC class I binding data. (1) The peptide sequence is KRLRLIHL. The binding affinity (normalized) is 0.810. The MHC is HLA-B27:05 with pseudo-sequence HLA-B27:05. (2) The peptide sequence is GEDIQLLKA. The MHC is HLA-B40:01 with pseudo-sequence HLA-B40:01. The binding affinity (normalized) is 0.175. (3) The peptide sequence is VVAIDYRHY. The MHC is HLA-A24:02 with pseudo-sequence HLA-A24:02. The binding affinity (normalized) is 0. (4) The peptide sequence is YTMRHVLEPF. The MHC is Mamu-B03 with pseudo-sequence Mamu-B03. The binding affinity (normalized) is 0.0900. (5) The peptide sequence is VSFQQPQQQY. The MHC is HLA-A23:01 with pseudo-sequence HLA-A23:01. The binding affinity (normalized) is 0.0233.